The task is: Predict the reaction yield, written as a fraction of the theoretical maximum amount of product (1.0 means a 100% yield; for example, 0.34 means a 34% yield).. This data is from Reaction yield outcomes from USPTO patents with 853,638 reactions. (1) The reactants are [F:1][C:2]1[CH:7]=[C:6]([N:8]2[CH2:13][CH2:12][O:11][CH2:10][CH2:9]2)[CH:5]=[CH:4][C:3]=1[CH2:14][N:15]1[CH2:20][CH2:19][N:18](C(OC(C)(C)C)=O)[C@H:17]([CH3:28])[CH2:16]1.FC(F)(F)C(O)=O. The catalyst is ClCCl. The product is [F:1][C:2]1[CH:7]=[C:6]([N:8]2[CH2:13][CH2:12][O:11][CH2:10][CH2:9]2)[CH:5]=[CH:4][C:3]=1[CH2:14][N:15]1[CH2:20][CH2:19][NH:18][C@H:17]([CH3:28])[CH2:16]1. The yield is 0.860. (2) The reactants are C([O:5][C:6]([CH:8]1[CH:12]([C:13]2[CH:18]=[CH:17][CH:16]=[C:15]([Cl:19])[C:14]=2[F:20])[C:11]([C:23]2[CH:28]=[CH:27][C:26]([Cl:29])=[CH:25][C:24]=2[F:30])([C:21]#[N:22])[CH:10]([CH2:31][C:32]2([C:38](C)(C)[O:39][SiH2]C(C)(C)C)[CH2:37][CH2:36][CH:35]=[CH:34][CH2:33]2)[NH:9]1)=[O:7])(C)(C)C.[F:47][C:48]([F:53])([F:52])[C:49]([OH:51])=[O:50]. The catalyst is ClCCl. The product is [F:47][C:48]([F:53])([F:52])[C:49]([OH:51])=[O:50].[Cl:19][C:15]1[C:14]([F:20])=[C:13]([CH:12]2[C:11]([C:23]3[CH:28]=[CH:27][C:26]([Cl:29])=[CH:25][C:24]=3[F:30])([C:21]#[N:22])[CH:10]([CH2:31][C:32]3([CH2:38][OH:39])[CH2:37][CH2:36][CH:35]=[CH:34][CH2:33]3)[NH:9][CH:8]2[C:6]([OH:7])=[O:5])[CH:18]=[CH:17][CH:16]=1. The yield is 0.920. (3) The reactants are [CH2:1]([O:3][C:4](=[O:24])[CH:5]([C:11](=[O:23])[C:12]([CH3:22])([C:16]1[CH:21]=[CH:20][CH:19]=[CH:18][CH:17]=1)[CH2:13][CH2:14][CH3:15])[C:6]([O:8]CC)=O)[CH3:2]. The catalyst is CS(O)(=O)=O. The product is [OH:8][C:6]1[C:21]2[C:16](=[CH:17][CH:18]=[CH:19][CH:20]=2)[C:12]([CH3:22])([CH2:13][CH2:14][CH3:15])[C:11](=[O:23])[C:5]=1[C:4]([O:3][CH2:1][CH3:2])=[O:24]. The yield is 0.630. (4) The reactants are [H-].[Al+3].[Li+].[H-].[H-].[H-].[CH2:7]([C:9]1[CH:18]=[C:17]([CH2:19][CH3:20])[CH:16]=[CH:15][C:10]=1[C:11](OC)=[O:12])[CH3:8]. The catalyst is C1COCC1. The product is [CH2:7]([C:9]1[CH:18]=[C:17]([CH2:19][CH3:20])[CH:16]=[CH:15][C:10]=1[CH2:11][OH:12])[CH3:8]. The yield is 1.00. (5) The reactants are [Cl:1][C:2]1[CH:8]=[C:7]([O:9][C:10]2[C:19]3[C:14](=[CH:15][C:16]([O:22][CH3:23])=[C:17]([O:20][CH3:21])[CH:18]=3)[N:13]=[CH:12][N:11]=2)[CH:6]=[CH:5][C:3]=1[NH2:4].C1(C)C=CC=CC=1.C(N(CC)CC)C.Cl[C:39](Cl)([O:41]C(=O)OC(Cl)(Cl)Cl)Cl.[CH3:50][C:51]1[CH:59]=[CH:58][C:54]([CH:55]([OH:57])[CH3:56])=[CH:53][CH:52]=1. The catalyst is C(Cl)Cl. The product is [Cl:1][C:2]1[CH:8]=[C:7]([O:9][C:10]2[C:19]3[C:14](=[CH:15][C:16]([O:22][CH3:23])=[C:17]([O:20][CH3:21])[CH:18]=3)[N:13]=[CH:12][N:11]=2)[CH:6]=[CH:5][C:3]=1[NH:4][C:39](=[O:41])[O:57][CH:55]([C:54]1[CH:58]=[CH:59][C:51]([CH3:50])=[CH:52][CH:53]=1)[CH3:56]. The yield is 0.490. (6) The reactants are Br[C:2]1[CH:10]=[CH:9][CH:8]=[C:7]2[C:3]=1[CH2:4][N:5]([CH:12]([CH2:20][CH2:21][C:22](=[O:24])[NH2:23])[C:13]([O:15][C:16]([CH3:19])([CH3:18])[CH3:17])=[O:14])[C:6]2=[O:11].CCOC(C)=O.C([O-])(O)=O.[Na+].[CH3:36][N:37](C=O)C. The catalyst is [Zn].C1C=CC(/C=C/C(/C=C/C2C=CC=CC=2)=O)=CC=1.C1C=CC(/C=C/C(/C=C/C2C=CC=CC=2)=O)=CC=1.C1C=CC(/C=C/C(/C=C/C2C=CC=CC=2)=O)=CC=1.[Pd].[Pd].C1(P(C2C=CC=CC=2)[C-]2C=CC=C2)C=CC=CC=1.[C-]1(P(C2C=CC=CC=2)C2C=CC=CC=2)C=CC=C1.[Fe+2]. The product is [C:36]([C:2]1[CH:10]=[CH:9][CH:8]=[C:7]2[C:3]=1[CH2:4][N:5]([CH:12]([CH2:20][CH2:21][C:22](=[O:24])[NH2:23])[C:13]([O:15][C:16]([CH3:19])([CH3:18])[CH3:17])=[O:14])[C:6]2=[O:11])#[N:37]. The yield is 0.740.